This data is from Experimentally validated miRNA-target interactions with 360,000+ pairs, plus equal number of negative samples. The task is: Binary Classification. Given a miRNA mature sequence and a target amino acid sequence, predict their likelihood of interaction. The miRNA is hsa-miR-3913-5p with sequence UUUGGGACUGAUCUUGAUGUCU. The protein sequence of the target gene is MDGIVTEVAVGVKRGSDELLSGSVLSSPNSNMSGMVVTANGNDSKKFKGEDKMDGAPSRVLHIRKLPGEVTETEVIALGLPFGKVTNILMLKGKNQAFLELATEEAAITMVNYYSAVTPHLRNQPIYIQYSNHKELKTDNTLNQRAQVVLQAVTAVQTANTPLSGTTVSESAVTPAQSPVLRIIIDNMYYPVTLDVLHQIFSKFGAVLKIITFTKNNQFQALLQYGDPVNAQQAKLALDGQNIYNACCTLRIDFSKLVNLNVKYNNDKSRDYTRPDLPSGDGQPALDPAIAAAFAKETSL.... Result: 0 (no interaction).